Dataset: Choline transporter screen with 302,306 compounds. Task: Binary Classification. Given a drug SMILES string, predict its activity (active/inactive) in a high-throughput screening assay against a specified biological target. (1) The compound is o1c2c(C(N(CCCN3CCOCC3)C2=O)c2ccc(cc2)C(OC)=O)c(=O)c2c1cccc2. The result is 0 (inactive). (2) The molecule is O=C(N\N=C\c1ncccc1)Cn1nc(cc1C)C. The result is 0 (inactive).